This data is from Full USPTO retrosynthesis dataset with 1.9M reactions from patents (1976-2016). The task is: Predict the reactants needed to synthesize the given product. (1) Given the product [NH2:22][C:7]1[CH:6]=[C:5]([CH:4]=[O:3])[N:10]=[C:9]([C:11]2[CH:12]=[N:13][C:14]([C:17]([F:19])([F:20])[F:18])=[CH:15][CH:16]=2)[C:8]=1[F:21], predict the reactants needed to synthesize it. The reactants are: C([O:3][CH:4](OCC)[C:5]1[N:10]=[C:9]([C:11]2[CH:12]=[N:13][C:14]([C:17]([F:20])([F:19])[F:18])=[CH:15][CH:16]=2)[C:8]([F:21])=[C:7]([NH:22]C(C2C=CC=CC=2)(C2C=CC=CC=2)C2C=CC=CC=2)[CH:6]=1)C.OS(O)(=O)=O.CC#N. (2) Given the product [Br:21][C:10]1[S:11][CH:12]=[CH:13][C:9]=1[CH2:1][CH2:2][CH2:3][CH2:4][CH2:5][CH2:6][CH2:7][CH3:8], predict the reactants needed to synthesize it. The reactants are: [CH2:1]([C:9]1[CH:13]=[CH:12][S:11][CH:10]=1)[CH2:2][CH2:3][CH2:4][CH2:5][CH2:6][CH2:7][CH3:8].C1C(=O)N([Br:21])C(=O)C1.O.